This data is from Forward reaction prediction with 1.9M reactions from USPTO patents (1976-2016). The task is: Predict the product of the given reaction. (1) Given the reactants [NH2:1][C:2]1[C:3]2[C:10]([C:11]3[CH:16]=[CH:15][C:14]([O:17][CH2:18][C:19]4[CH:24]=[CH:23][CH:22]=[CH:21][CH:20]=4)=[CH:13][CH:12]=3)=[CH:9][N:8]([CH:25]3[CH2:30][CH2:29][C:28](=O)[CH2:27][CH2:26]3)[C:4]=2[N:5]=[CH:6][N:7]=1.[CH3:32][N:33]1[CH2:38][CH2:37][NH:36][CH2:35][CH2:34]1.C(O)(=O)C.C(O[BH-](OC(=O)C)OC(=O)C)(=O)C.[Na+].[Na].C(=O)(O)[O-].[Na+], predict the reaction product. The product is: [CH2:18]([O:17][C:14]1[CH:13]=[CH:12][C:11]([C:10]2[C:3]3[C:2]([NH2:1])=[N:7][CH:6]=[N:5][C:4]=3[N:8]([C@H:25]3[CH2:26][CH2:27][C@@H:28]([N:36]4[CH2:37][CH2:38][N:33]([CH3:32])[CH2:34][CH2:35]4)[CH2:29][CH2:30]3)[CH:9]=2)=[CH:16][CH:15]=1)[C:19]1[CH:24]=[CH:23][CH:22]=[CH:21][CH:20]=1. (2) Given the reactants [C:1]([C@@H:3]1[CH2:8][CH2:7][CH2:6][CH2:5][C@H:4]1[NH:9][C:10](=[O:16])[O:11][C:12]([CH3:15])([CH3:14])[CH3:13])#[N:2], predict the reaction product. The product is: [NH2:2][CH2:1][C@@H:3]1[CH2:8][CH2:7][CH2:6][CH2:5][C@H:4]1[NH:9][C:10](=[O:16])[O:11][C:12]([CH3:14])([CH3:13])[CH3:15]. (3) Given the reactants [C:1]([N:4]([C:6]1[CH:7]=[CH:8][C:9]([N:40]2[CH2:45][CH2:44][O:43][CH2:42][CH2:41]2)=[C:10]([CH:39]=1)[CH2:11][O:12][C:13]1[CH:18]=[CH:17][C:16]([C:19]2[N:23]([CH3:24])[C:22]3[CH:25]=[C:26]([C:28]([O:30]CC)=[O:29])[S:27][C:21]=3[C:20]=2[CH:33]2[CH2:38][CH2:37][CH2:36][CH2:35][CH2:34]2)=[CH:15][CH:14]=1)[CH3:5])(=[O:3])[CH3:2].[OH-].[Na+].[ClH:48].C(OCC)(=O)C, predict the reaction product. The product is: [ClH:48].[C:1]([N:4]([C:6]1[CH:7]=[CH:8][C:9]([N:40]2[CH2:41][CH2:42][O:43][CH2:44][CH2:45]2)=[C:10]([CH:39]=1)[CH2:11][O:12][C:13]1[CH:14]=[CH:15][C:16]([C:19]2[N:23]([CH3:24])[C:22]3[CH:25]=[C:26]([C:28]([OH:30])=[O:29])[S:27][C:21]=3[C:20]=2[CH:33]2[CH2:38][CH2:37][CH2:36][CH2:35][CH2:34]2)=[CH:17][CH:18]=1)[CH3:5])(=[O:3])[CH3:2]. (4) Given the reactants [C:1]([O:5][C:6](=[O:9])[CH2:7][NH2:8])([CH3:4])([CH3:3])[CH3:2].[CH:10](=O)[CH2:11][CH:12]([CH3:14])[CH3:13], predict the reaction product. The product is: [C:1]([O:5][C:6](=[O:9])[CH2:7]/[N:8]=[CH:10]/[CH2:11][CH:12]([CH3:14])[CH3:13])([CH3:4])([CH3:3])[CH3:2]. (5) Given the reactants [N+:1]([C:4]1[CH:12]=[CH:11][CH:10]=[C:9]2[C:5]=1[CH:6]=[CH:7][NH:8]2)([O-:3])=[O:2].[OH-].[Na+].[C:15]1([S:25](Cl)(=[O:27])=[O:26])[C:24]2[C:19](=[CH:20][CH:21]=[CH:22][CH:23]=2)[CH:18]=[CH:17][CH:16]=1, predict the reaction product. The product is: [C:15]1([S:25]([N:8]2[C:9]3[C:5](=[C:4]([N+:1]([O-:3])=[O:2])[CH:12]=[CH:11][CH:10]=3)[CH:6]=[CH:7]2)(=[O:27])=[O:26])[C:24]2[C:19](=[CH:20][CH:21]=[CH:22][CH:23]=2)[CH:18]=[CH:17][CH:16]=1. (6) Given the reactants C(OC([N:8]1[C:13]2[CH:14]=[C:15]([Cl:21])[C:16]([N:18]([CH3:20])[CH3:19])=[CH:17][C:12]=2[O:11][CH:10]([C:22](=[O:33])NC(C2C=CC=CC=2)CO)[CH2:9]1)=O)(C)(C)C.[OH:34]S(O)(=O)=O, predict the reaction product. The product is: [Cl:21][C:15]1[C:16]([N:18]([CH3:19])[CH3:20])=[CH:17][C:12]2[O:11][CH:10]([C:22]([OH:33])=[O:34])[CH2:9][NH:8][C:13]=2[CH:14]=1. (7) Given the reactants [C:1]([NH:5][CH2:6][C:7]1[N:16]=[CH:15][C:14]2[CH2:13][N:12]([C:17]3[C:22]([F:23])=[C:21]([O:24][CH3:25])[CH:20]=[C:19]([O:26][CH3:27])[C:18]=3[F:28])[C:11](=[O:29])[N:10]([CH2:30][CH:31]3[CH2:36][CH2:35][N:34](C(OC(C)(C)C)=O)[CH2:33][CH2:32]3)[C:9]=2[CH:8]=1)(=[O:4])[CH:2]=[CH2:3].[C:44]([OH:50])([C:46]([F:49])([F:48])[F:47])=[O:45], predict the reaction product. The product is: [F:23][C:22]1[C:21]([O:24][CH3:25])=[CH:20][C:19]([O:26][CH3:27])=[C:18]([F:28])[C:17]=1[N:12]1[CH2:13][C:14]2[CH:15]=[N:16][C:7]([CH2:6][NH:5][C:1](=[O:4])[CH:2]=[CH2:3])=[CH:8][C:9]=2[N:10]([CH2:30][CH:31]2[CH2:36][CH2:35][NH:34][CH2:33][CH2:32]2)[C:11]1=[O:29].[C:44]([OH:50])([C:46]([F:49])([F:48])[F:47])=[O:45].